From a dataset of Full USPTO retrosynthesis dataset with 1.9M reactions from patents (1976-2016). Predict the reactants needed to synthesize the given product. (1) Given the product [Br:1][C:2]1[CH:3]=[C:4]([S:8]([C:11]2[N:15]([C:16]3[C:17]([F:22])=[N:18][CH:19]=[CH:20][CH:21]=3)[N:14]=[C:13]([CH:23]=[O:24])[CH:12]=2)(=[O:9])=[O:10])[CH:5]=[CH:6][CH:7]=1, predict the reactants needed to synthesize it. The reactants are: [Br:1][C:2]1[CH:3]=[C:4]([S:8]([C:11]2[N:15]([C:16]3[C:17]([F:22])=[N:18][CH:19]=[CH:20][CH:21]=3)[N:14]=[C:13]([CH2:23][OH:24])[CH:12]=2)(=[O:10])=[O:9])[CH:5]=[CH:6][CH:7]=1. (2) Given the product [NH2:3][CH2:4][CH2:5][CH2:6][CH2:7][CH2:8][CH2:9][CH2:10][CH2:11][CH2:12][N:13]1[CH2:18][CH2:17][CH:16]([O:19][C:20](=[O:34])[NH:21][C:22]2[CH:27]=[CH:26][CH:25]=[CH:24][C:23]=2[C:28]2[CH:33]=[CH:32][CH:31]=[CH:30][CH:29]=2)[CH2:15][CH2:14]1, predict the reactants needed to synthesize it. The reactants are: Cl.Cl.[NH2:3][CH2:4][CH2:5][CH2:6][CH2:7][CH2:8][CH2:9][CH2:10][CH2:11][CH2:12][N:13]1[CH2:18][CH2:17][CH:16]([O:19][C:20](=[O:34])[NH:21][C:22]2[CH:27]=[CH:26][CH:25]=[CH:24][C:23]=2[C:28]2[CH:33]=[CH:32][CH:31]=[CH:30][CH:29]=2)[CH2:15][CH2:14]1. (3) Given the product [C:7]([O:11][C:12](=[O:25])[N:13]([C@H:15]([CH2:16][C:17]1[CH:22]=[CH:21][CH:20]=[CH:19][CH:18]=1)[CH2:23][NH:24][C:5]([NH:4][CH:1]1[CH2:3][CH2:2]1)=[S:6])[CH3:14])([CH3:10])([CH3:8])[CH3:9], predict the reactants needed to synthesize it. The reactants are: [CH:1]1([N:4]=[C:5]=[S:6])[CH2:3][CH2:2]1.[C:7]([O:11][C:12](=[O:25])[N:13]([C@@H:15]([CH2:23][NH2:24])[CH2:16][C:17]1[CH:22]=[CH:21][CH:20]=[CH:19][CH:18]=1)[CH3:14])([CH3:10])([CH3:9])[CH3:8]. (4) Given the product [N:16]([CH:7]1[C:6]2[CH:1]=[N:2][CH:3]=[CH:4][C:5]=2[CH2:11][CH2:10][C:9]2[CH:12]=[CH:13][CH:14]=[CH:15][C:8]1=2)=[C:17]=[S:18], predict the reactants needed to synthesize it. The reactants are: [CH:1]1[C:6]2[CH:7]([NH2:16])[C:8]3[CH:15]=[CH:14][CH:13]=[CH:12][C:9]=3[CH2:10][CH2:11][C:5]=2[CH:4]=[CH:3][N:2]=1.[C:17](=S)=[S:18].C(Cl)CCl. (5) Given the product [NH2:30][C:26]1([C:23]2[CH:22]=[CH:21][C:20]([C:19]3[N:5]4[C:6]5[CH:18]=[CH:17][CH:16]=[N:15][C:7]=5[NH:8][C:9]5[CH:14]=[CH:13][CH:12]=[CH:11][C:10]=5[C:4]4=[N:3][C:2]=3[C:40]3[CH:45]=[CH:44][C:43]([CH2:46][C:47]([O:49][CH3:59])=[O:48])=[CH:42][CH:41]=3)=[CH:25][CH:24]=2)[CH2:27][CH2:28][CH2:29]1, predict the reactants needed to synthesize it. The reactants are: Br[C:2]1[N:3]=[C:4]2[C:10]3[CH:11]=[CH:12][CH:13]=[CH:14][C:9]=3[NH:8][C:7]3[N:15]=[CH:16][CH:17]=[CH:18][C:6]=3[N:5]2[C:19]=1[C:20]1[CH:25]=[CH:24][C:23]([C:26]2([NH:30]C(=O)OC(C)(C)C)[CH2:29][CH2:28][CH2:27]2)=[CH:22][CH:21]=1.OB(O)[C:40]1[CH:45]=[CH:44][C:43]([CH2:46][C:47]([OH:49])=[O:48])=[CH:42][CH:41]=1.[O-]P([O-])([O-])=O.[K+].[K+].[K+].[CH3:59]N(C=O)C.O.